Dataset: Reaction yield outcomes from USPTO patents with 853,638 reactions. Task: Predict the reaction yield, written as a fraction of the theoretical maximum amount of product (1.0 means a 100% yield; for example, 0.34 means a 34% yield). (1) The reactants are [C:1]([C:3]1[CH:4]=[C:5]2[C:10](=[CH:11][C:12]=1[O:13][C:14]1[CH:22]=[CH:21][C:17]([C:18]([OH:20])=O)=[CH:16][CH:15]=1)[O:9][CH2:8][CH2:7][CH:6]2[C:23]([O:25][CH3:26])=[O:24])#[N:2].C(Cl)(=O)C(Cl)=O.ClCCl.[Br:36][C:37]1[N:42]=[C:41]([NH2:43])[CH:40]=[CH:39][CH:38]=1.C(N(CC)CC)C. The catalyst is ClCCCl.CN(C=O)C. The product is [Br:36][C:37]1[N:42]=[C:41]([NH:43][C:18]([C:17]2[CH:16]=[CH:15][C:14]([O:13][C:12]3[CH:11]=[C:10]4[C:5]([CH:6]([C:23]([O:25][CH3:26])=[O:24])[CH2:7][CH2:8][O:9]4)=[CH:4][C:3]=3[C:1]#[N:2])=[CH:22][CH:21]=2)=[O:20])[CH:40]=[CH:39][CH:38]=1. The yield is 0.653. (2) The reactants are Cl.[N:2]1[CH:7]=[CH:6][CH:5]=[CH:4][C:3]=1[CH2:8][C:9]([OH:11])=O.[Cl:12][C:13]1[CH:18]=[CH:17][C:16]([C:19]2[C:20]([NH2:28])=[N:21][N:22]3[CH:27]=[CH:26][CH:25]=[N:24][C:23]=23)=[CH:15][CH:14]=1. No catalyst specified. The product is [Cl:12][C:13]1[CH:18]=[CH:17][C:16]([C:19]2[C:20]([NH:28][C:9](=[O:11])[CH2:8][C:3]3[CH:4]=[CH:5][CH:6]=[CH:7][N:2]=3)=[N:21][N:22]3[CH:27]=[CH:26][CH:25]=[N:24][C:23]=23)=[CH:15][CH:14]=1. The yield is 0.450. (3) The reactants are [H-].[Na+].Cl[CH2:4][CH2:5][CH2:6][C:7]([NH:9][N:10]1[CH2:15][CH2:14][CH2:13][CH2:12][CH2:11]1)=[O:8].O. The catalyst is C1COCC1. The product is [N:10]1([N:9]2[CH2:4][CH2:5][CH2:6][C:7]2=[O:8])[CH2:15][CH2:14][CH2:13][CH2:12][CH2:11]1. The yield is 0.760. (4) The reactants are C([O:3][C:4](=[O:26])[C:5]1[CH:17]=[C:16]([C:18]([N:20]2[CH2:24][CH2:23][CH2:22][CH:21]2[CH3:25])=[O:19])[CH:15]=[C:7]([C:8]([N:10]([CH3:14])[CH2:11][CH2:12][CH3:13])=[O:9])[CH:6]=1)C.[OH-].[Li+].C1COCC1. The catalyst is O. The product is [CH3:14][N:10]([CH2:11][CH2:12][CH3:13])[C:8](=[O:9])[C:7]1[CH:6]=[C:5]([CH:17]=[C:16]([C:18]([N:20]2[CH2:24][CH2:23][CH2:22][CH:21]2[CH3:25])=[O:19])[CH:15]=1)[C:4]([OH:26])=[O:3]. The yield is 1.00. (5) The reactants are [C:1]([C:4]1[C:5]([OH:13])=[CH:6][C:7]2[O:11][CH:10]=[CH:9][C:8]=2[CH:12]=1)(=[O:3])[CH3:2].Br[CH2:15][CH2:16][CH2:17][C:18]1[CH:23]=[CH:22][CH:21]=[CH:20][CH:19]=1. No catalyst specified. The product is [C:1]([C:4]1[C:5]([O:13][CH2:15][CH2:16][CH2:17][C:18]2[CH:23]=[CH:22][CH:21]=[CH:20][CH:19]=2)=[CH:6][C:7]2[O:11][CH:10]=[CH:9][C:8]=2[CH:12]=1)(=[O:3])[CH3:2]. The yield is 0.810. (6) The reactants are C([O:3][C:4](=[O:25])[C:5]([O:8][C:9]1[CH:14]=[CH:13][C:12]([O:15][CH2:16][CH:17]([CH3:24])[CH2:18][O:19]S(C)(=O)=O)=[CH:11][CH:10]=1)([CH3:7])[CH3:6])C.O[C:27]1[CH:32]=[CH:31][C:30]([C:33]([F:36])([F:35])[F:34])=[CH:29][C:28]=1[C:37]([C:39]1[CH:44]=[CH:43][CH:42]=[CH:41][CH:40]=1)=[O:38]. No catalyst specified. The product is [C:37]([C:28]1[CH:29]=[C:30]([C:33]([F:34])([F:35])[F:36])[CH:31]=[CH:32][C:27]=1[O:19][CH2:18][CH:17]([CH3:24])[CH2:16][O:15][C:12]1[CH:11]=[CH:10][C:9]([O:8][C:5]([CH3:6])([CH3:7])[C:4]([OH:3])=[O:25])=[CH:14][CH:13]=1)(=[O:38])[C:39]1[CH:40]=[CH:41][CH:42]=[CH:43][CH:44]=1. The yield is 0.740. (7) The reactants are [OH:1][CH2:2][C:3]1[CH:4]=[C:5](B(O)O)[CH:6]=[CH:7][CH:8]=1.I[C:13]1[C:21]2[C:16](=[N:17][CH:18]=[N:19][C:20]=2[NH2:22])[N:15]([CH:23]([CH3:25])[CH3:24])[N:14]=1.C([O-])([O-])=O.[Na+].[Na+]. The catalyst is CCO.COCCOC.C1C=CC([P]([Pd]([P](C2C=CC=CC=2)(C2C=CC=CC=2)C2C=CC=CC=2)([P](C2C=CC=CC=2)(C2C=CC=CC=2)C2C=CC=CC=2)[P](C2C=CC=CC=2)(C2C=CC=CC=2)C2C=CC=CC=2)(C2C=CC=CC=2)C2C=CC=CC=2)=CC=1. The product is [NH2:22][C:20]1[N:19]=[CH:18][N:17]=[C:16]2[N:15]([CH:23]([CH3:25])[CH3:24])[N:14]=[C:13]([C:5]3[CH:4]=[C:3]([CH2:2][OH:1])[CH:8]=[CH:7][CH:6]=3)[C:21]=12. The yield is 0.420.